Dataset: Forward reaction prediction with 1.9M reactions from USPTO patents (1976-2016). Task: Predict the product of the given reaction. (1) Given the reactants [H-].[Na+].[N:3]1[N:4]=[CH:5][N:6]([NH:8][C:9]2[CH:16]=[CH:15][C:12]([C:13]#[N:14])=[CH:11][CH:10]=2)[CH:7]=1.[Br:17][CH2:18][CH2:19][CH2:20][CH2:21]Br.C(OCC)(=O)C, predict the reaction product. The product is: [Br:17][CH2:18][CH2:19][CH2:20][CH2:21][N:8]([N:6]1[CH:5]=[N:4][N:3]=[CH:7]1)[C:9]1[CH:10]=[CH:11][C:12]([C:13]#[N:14])=[CH:15][CH:16]=1. (2) Given the reactants [CH2:1]([CH:3]([C:6]1[C:10]([C:11](OCC)=[O:12])=[CH:9][N:8]([C:16]2[CH:21]=[CH:20][C:19]([C:22]([F:25])([F:24])[F:23])=[CH:18][N:17]=2)[N:7]=1)[CH2:4][CH3:5])[CH3:2].[H-].C([Al+]CC(C)C)C(C)C.Cl, predict the reaction product. The product is: [CH2:1]([CH:3]([C:6]1[C:10]([CH2:11][OH:12])=[CH:9][N:8]([C:16]2[CH:21]=[CH:20][C:19]([C:22]([F:24])([F:25])[F:23])=[CH:18][N:17]=2)[N:7]=1)[CH2:4][CH3:5])[CH3:2]. (3) Given the reactants [O:1]1[C:6]2[CH:7]=[CH:8][C:9]([CH2:11][N:12]([CH:20]3[CH2:25][CH2:24][N:23]([CH2:26][CH2:27][N:28]4[C:37]5[C:32](=[C:33]([CH:40]([OH:43])[CH2:41][CH3:42])[CH:34]=[C:35]([O:38][CH3:39])[CH:36]=5)[CH:31]=[CH:30][C:29]4=[O:44])[CH2:22][CH2:21]3)[C:13](=[O:19])[O:14][C:15]([CH3:18])([CH3:17])[CH3:16])=[CH:10][C:5]=2[O:4][CH2:3][CH2:2]1.CC(OI1(OC(C)=O)(OC(C)=O)OC(=O)C2C=CC=CC1=2)=O.C(=O)([O-])O.[Na+], predict the reaction product. The product is: [O:1]1[C:6]2[CH:7]=[CH:8][C:9]([CH2:11][N:12]([CH:20]3[CH2:25][CH2:24][N:23]([CH2:26][CH2:27][N:28]4[C:37]5[C:32](=[C:33]([C:40](=[O:43])[CH2:41][CH3:42])[CH:34]=[C:35]([O:38][CH3:39])[CH:36]=5)[CH:31]=[CH:30][C:29]4=[O:44])[CH2:22][CH2:21]3)[C:13](=[O:19])[O:14][C:15]([CH3:17])([CH3:18])[CH3:16])=[CH:10][C:5]=2[O:4][CH2:3][CH2:2]1. (4) Given the reactants [CH3:1][N:2]1[CH2:6][CH2:5][N:4]([CH3:7])[C:3]1=[N:8][OH:9].[N:10]1[C:17](F)=[N:16][C:14](F)=[N:13][C:11]=1F, predict the reaction product. The product is: [CH3:1][N:2]1[CH2:6][CH2:5][N:4]([CH3:7])[C:3]1=[N:8][O:9][C:11]1[N:13]=[C:14]([O:9][N:8]=[C:3]2[N:4]([CH3:7])[CH2:5][CH2:6][N:2]2[CH3:1])[N:16]=[C:17]([O:9][N:8]=[C:3]2[N:4]([CH3:7])[CH2:5][CH2:6][N:2]2[CH3:1])[N:10]=1. (5) Given the reactants C(OOC(=O)C1C=CC=CC=1)(=O)C1C=CC=CC=1.[Cl:19][C:20]1[C:28]([CH3:29])=[CH:27][CH:26]=[CH:25][C:21]=1[C:22]([OH:24])=[O:23].[Br:30]N1C(=O)CCC1=O, predict the reaction product. The product is: [Br:30][CH2:29][C:28]1[C:20]([Cl:19])=[C:21]([CH:25]=[CH:26][CH:27]=1)[C:22]([OH:24])=[O:23].